This data is from Catalyst prediction with 721,799 reactions and 888 catalyst types from USPTO. The task is: Predict which catalyst facilitates the given reaction. (1) Reactant: [Br:1][C:2]1[CH:7]=[CH:6][C:5]([F:8])=[CH:4][C:3]=1[OH:9].CI.[C:12]([O-])([O-])=O.[K+].[K+]. Product: [Br:1][C:2]1[CH:7]=[CH:6][C:5]([F:8])=[CH:4][C:3]=1[O:9][CH3:12]. The catalyst class is: 21. (2) Reactant: [CH3:1][S-:2].[Na+].CS(O[C@H:9]1[CH2:12][C@@H:11]([O:13][C:14]2[CH:19]=[C:18]([CH3:20])[C:17]([Br:21])=[C:16]([CH3:22])[CH:15]=2)[CH2:10]1)(=O)=O. Product: [Br:21][C:17]1[C:16]([CH3:22])=[CH:15][C:14]([O:13][C@H:11]2[CH2:10][C@H:9]([S:2][CH3:1])[CH2:12]2)=[CH:19][C:18]=1[CH3:20]. The catalyst class is: 514. (3) Reactant: COC1C=C(C(C2C=CC=C(N)C=2)=CC#N)C=CC=1OC.[CH3:22][O:23][C:24]1[CH:25]=[C:26]([C:32]([C:36]2[CH:41]=[CH:40][C:39]([N+:42]([O-])=O)=[CH:38][CH:37]=2)=[CH:33][C:34]#[N:35])[CH:27]=[CH:28][C:29]=1[O:30][CH3:31]. Product: [NH2:42][C:39]1[CH:40]=[CH:41][C:36]([C:32]([C:26]2[CH:27]=[CH:28][C:29]([O:30][CH3:31])=[C:24]([O:23][CH3:22])[CH:25]=2)=[CH:33][C:34]#[N:35])=[CH:37][CH:38]=1. The catalyst class is: 153. (4) Reactant: [C:1]([C:4]1[N:8]([CH3:9])[N:7]=[CH:6][C:5]=1[C:10]([O:12]CC)=[O:11])(=[O:3])[NH2:2].[OH-].[Na+:16]. Product: [Na+:16].[C:1]([C:4]1[N:8]([CH3:9])[N:7]=[CH:6][C:5]=1[C:10]([O-:12])=[O:11])(=[O:3])[NH2:2]. The catalyst class is: 1. (5) Reactant: Br[C:2]1[N:6]2[CH:7]=[CH:8][C:9]([C:11]([F:14])([F:13])[F:12])=[N:10][C:5]2=[N:4][CH:3]=1.C([Mg]Cl)(C)C.[CH2:20]([Sn:24](Cl)([CH2:29][CH2:30][CH2:31][CH3:32])[CH2:25][CH2:26][CH2:27][CH3:28])[CH2:21][CH2:22][CH3:23]. Product: [CH2:29]([Sn:24]([CH2:20][CH2:21][CH2:22][CH3:23])([CH2:25][CH2:26][CH2:27][CH3:28])[C:2]1[N:6]2[CH:7]=[CH:8][C:9]([C:11]([F:14])([F:13])[F:12])=[N:10][C:5]2=[N:4][CH:3]=1)[CH2:30][CH2:31][CH3:32]. The catalyst class is: 7. (6) Reactant: [CH3:1][C:2]1[CH:7]=[CH:6][C:5]([C:8]2[C:9]([C:14]([O:16][C:17]([CH3:20])([CH3:19])[CH3:18])=[O:15])=[CH:10][CH:11]=[CH:12][CH:13]=2)=[CH:4][CH:3]=1.C1C(=O)N([Br:28])C(=O)C1.CC(N=NC(C#N)(C)C)(C#N)C. Product: [Br:28][CH2:1][C:2]1[CH:7]=[CH:6][C:5]([C:8]2[C:9]([C:14]([O:16][C:17]([CH3:20])([CH3:19])[CH3:18])=[O:15])=[CH:10][CH:11]=[CH:12][CH:13]=2)=[CH:4][CH:3]=1. The catalyst class is: 53. (7) Reactant: [Br:1][C:2]1[C:3]([OH:10])=[C:4]([CH:7]=[CH:8][CH:9]=1)[CH:5]=O.Cl[CH2:12][C:13]([N:15]([CH3:17])[CH3:16])=[O:14].C(=O)([O-])[O-].[K+].[K+]. Product: [Br:1][C:2]1[C:3]2[O:10][C:12]([C:13]([N:15]([CH3:17])[CH3:16])=[O:14])=[CH:5][C:4]=2[CH:7]=[CH:8][CH:9]=1. The catalyst class is: 3.